This data is from Forward reaction prediction with 1.9M reactions from USPTO patents (1976-2016). The task is: Predict the product of the given reaction. (1) Given the reactants [CH3:1][O:2][C:3]1[C:8]([CH2:9][CH2:10][NH2:11])=[CH:7][CH:6]=[C:5]([C:12]([F:15])([F:14])[F:13])[N:4]=1.[Cl:16][C:17]1[CH:18]=[C:19]2[C:24](=[CH:25][C:26]=1[O:27][C:28]1[CH:36]=[CH:35][C:31]([C:32](O)=[O:33])=[CH:30][CH:29]=1)[O:23][CH2:22][CH2:21][CH:20]2[C:37]([O:39][CH2:40][CH3:41])=[O:38].Cl.C(N=C=NCCCN(C)C)C, predict the reaction product. The product is: [Cl:16][C:17]1[CH:18]=[C:19]2[C:24](=[CH:25][C:26]=1[O:27][C:28]1[CH:36]=[CH:35][C:31]([C:32](=[O:33])[NH:11][CH2:10][CH2:9][C:8]3[C:3]([O:2][CH3:1])=[N:4][C:5]([C:12]([F:15])([F:14])[F:13])=[CH:6][CH:7]=3)=[CH:30][CH:29]=1)[O:23][CH2:22][CH2:21][CH:20]2[C:37]([O:39][CH2:40][CH3:41])=[O:38]. (2) Given the reactants [CH3:1][O:2][C:3]1[CH:8]=[CH:7][C:6]([C:9]2[CH:14]=[CH:13][C:12]([O:15][CH2:16][C:17]3[CH:18]=[C:19]([C:23](O)=[O:24])[O:20][C:21]=3[CH3:22])=[CH:11][CH:10]=2)=[CH:5][CH:4]=1.Cl.CN(C)CCCN=C=NCC.[C:38]1([S:44]([NH2:47])(=[O:46])=[O:45])[CH:43]=[CH:42][CH:41]=[CH:40][CH:39]=1, predict the reaction product. The product is: [CH3:1][O:2][C:3]1[CH:8]=[CH:7][C:6]([C:9]2[CH:14]=[CH:13][C:12]([O:15][CH2:16][C:17]3[CH:18]=[C:19]([C:23]([NH:47][S:44]([C:38]4[CH:43]=[CH:42][CH:41]=[CH:40][CH:39]=4)(=[O:46])=[O:45])=[O:24])[O:20][C:21]=3[CH3:22])=[CH:11][CH:10]=2)=[CH:5][CH:4]=1. (3) The product is: [F:1][C:2]1[CH:3]=[CH:4][C:5]([C:8]2[N:9]=[C:10]([CH:28]3[CH2:33][CH2:32][N:31]([CH3:34])[CH2:30][CH2:29]3)[S:11][C:12]=2[C:13]2[CH:18]=[CH:17][N:16]=[C:15]([NH:19][C@H:20]([C:22]3[CH:27]=[CH:26][CH:25]=[CH:24][CH:23]=3)[CH3:21])[N:14]=2)=[CH:6][CH:7]=1. Given the reactants [F:1][C:2]1[CH:7]=[CH:6][C:5]([C:8]2[N:9]=[C:10]([CH:28]3[CH2:33][CH2:32][NH:31][CH2:30][CH2:29]3)[S:11][C:12]=2[C:13]2[CH:18]=[CH:17][N:16]=[C:15]([NH:19][C@H:20]([C:22]3[CH:27]=[CH:26][CH:25]=[CH:24][CH:23]=3)[CH3:21])[N:14]=2)=[CH:4][CH:3]=1.[CH2:34]=O.[BH4-].[Na+], predict the reaction product. (4) Given the reactants [CH3:1][N:2]([CH3:7])[CH2:3][CH:4]([OH:6])[CH3:5].ClCCl.Br[CH2:12][C:13]([O:15]CC)=[O:14], predict the reaction product. The product is: [OH:6][CH:4]([CH3:5])[CH2:3][N+:2]([CH3:7])([CH3:1])[CH2:12][C:13]([O-:15])=[O:14].